This data is from Peptide-MHC class II binding affinity with 134,281 pairs from IEDB. The task is: Regression. Given a peptide amino acid sequence and an MHC pseudo amino acid sequence, predict their binding affinity value. This is MHC class II binding data. (1) The peptide sequence is HMARELHPEYYKDC. The MHC is DRB1_0401 with pseudo-sequence DRB1_0401. The binding affinity (normalized) is 0.187. (2) The peptide sequence is SNILDIDLRPASAWT. The binding affinity (normalized) is 0.910. The MHC is DRB1_0301 with pseudo-sequence DRB1_0301. (3) The peptide sequence is TILIKKYNLNRAMML. The MHC is DRB5_0101 with pseudo-sequence DRB5_0101. The binding affinity (normalized) is 0.901. (4) The peptide sequence is GCGLFGKGSIVACAK. The MHC is DRB1_1301 with pseudo-sequence DRB1_1301. The binding affinity (normalized) is 0. (5) The peptide sequence is QKFVDTILSENGVVA. The MHC is DRB1_0401 with pseudo-sequence DRB1_0401. The binding affinity (normalized) is 0.576. (6) The peptide sequence is FDPYGATISATPESA. The MHC is HLA-DPA10201-DPB10101 with pseudo-sequence HLA-DPA10201-DPB10101. The binding affinity (normalized) is 0.234. (7) The peptide sequence is HTLMSIVSSLHLSIR. The MHC is DRB1_0301 with pseudo-sequence DRB1_0301. The binding affinity (normalized) is 0.491. (8) The peptide sequence is KIIGGIGGFIKVRQYDQIPI. The MHC is HLA-DQA10301-DQB10302 with pseudo-sequence HLA-DQA10301-DQB10302. The binding affinity (normalized) is 0.187. (9) The peptide sequence is AQSLCFLLTQKSKSF. The MHC is DRB5_0101 with pseudo-sequence DRB5_0101. The binding affinity (normalized) is 0.628.